Dataset: Experimentally validated miRNA-target interactions with 360,000+ pairs, plus equal number of negative samples. Task: Binary Classification. Given a miRNA mature sequence and a target amino acid sequence, predict their likelihood of interaction. (1) The miRNA is mmu-miR-448-5p with sequence GAACAUCCUGCAUAGUGCUGCC. The protein sequence of the target gene is MEKQKPFALFVPPRSSSSQVSAVKPQTLGGDSTFFKSFNKCTEDDFEFPFAKTNLSKNGENIDSDPALQKVNFLPVLEQVGNSDCHYQEGLKDSDLENSEGLSRVYSKLYKEAEKIKKWKVSTEAELRQKESKLQENRKIIEAQRKAIQELQFGNEKVSLKLEEGIQENKDLIKENNATRHLCNLLKETCARSAEKTKKYEYEREETRQVYMDLNNNIEKMITAFEELRVQAENSRLEMHFKLKEDYEKIQHLEQEYKKEINDKEKQVSLLLIQITEKENKMKDLTFLLEESRDKVNQLE.... Result: 0 (no interaction). (2) Result: 0 (no interaction). The protein sequence of the target gene is MMVSICEQKLQHFSAVFLLILCLGMMSAAPPPDPSLDNEWKEWKTKFAKAYNLNEERHRRLVWEENKKKIEAHNADYEQGKTSFYMGLNQFSDLTPEEFKTNCYGNSLNRGEMAPDLPEYEDLGKNSYLTPGRAQPE. The miRNA is mmu-miR-217-5p with sequence UACUGCAUCAGGAACUGACUGGA. (3) The miRNA is hsa-miR-6128 with sequence ACUGGAAUUGGAGUCAAAA. The protein sequence of the target gene is MMNQSQRMAPVGSDKELSDLLDFSMMFPLPVANGKSRPASLGGTQFAGSGLEDRPSSGSWGSSDQNSSSFDPSRTYSEGAHFSDSHSSLPPSTFLGAGLGGKGSERNAYATFGRDTSVGTLSQAGFLPGELSLSSPGPLSPSGIKSSSQYYPSFPSNPRRRAADGGLDTQPKKVRKVPPGLPSSVYPPSSGDSYSRDAAAYPSAKTPSSAYPSPFYVADGSLHPSAELWSTPSQVGFGPMLGDGSSPLPLAPGSSSVGSGTFGGLQQQDRMGYQLHGSEVNGSLPAVSSFSAAPGTYSGT.... Result: 0 (no interaction). (4) The miRNA is hsa-miR-3129-3p with sequence AAACUAAUCUCUACACUGCUGC. The protein sequence of the target gene is MKLTDSVLRSFRVAKVFRENSDKINCFDFSPNGETVISSSDDDSIVLYDCQEGKPKRTLYSKKYGVDLIRYTHAANTVVYSSNKIDDTIRYLSLHDNKYIRYFPGHSKRVVALSMSPVDDTFISGSLDKTIRLWDLRSPNCQGLMHLQGKPVCSFDPEGLIFAAGVNSEMVKLYDLRSFDKGPFATFKMQYDRTCEWTGLKFSNDGKLILISTNGSFIRLIDAFKGVVMHTFGGYANSKAVTLEASFTPDSQFIMIGSEDGKIHVWNGESGIKVAVLDGKHTGPITCLQFNPKFMTFASA.... Result: 0 (no interaction). (5) The miRNA is hsa-miR-5088-5p with sequence CAGGGCUCAGGGAUUGGAUGGAGG. The protein sequence of the target gene is MGRRFLVTVRIQRAGRPLQERVFLVKFVRSRRPRTASCALAFVNMLLRLERILRRGPHRNPGPGDDDGQRSRSSSSAQLRCRFELRGPHYLLPPGARRSAGRLPGHAGGAARVRGSAGCARCLGSPAARLGPRAGTSRHRAIFAFRWVLFVFRWVVFVYRWERRPDRRA. Result: 0 (no interaction). (6) The miRNA is hsa-miR-484 with sequence UCAGGCUCAGUCCCCUCCCGAU. The protein sequence of the target gene is MSPAAAAAGAGERRRPIASVRDGRGRGCGGPARAVLLGLSLVGLLLYLVPAAAALAWLTVGATAAWWGLSREPRGSRPLSSFVRKARHRRPLSSFVRKARHRRTLFASPLAKSTANGNLLEPRTLLEGPDPAELLLMGSYLGKPGPPQPAAAPEGQDLRDRPGRRPPARPAPRSPPPRSPPPRSPPPSPPTHRAHHVYPSLPTPLLRPSRRPSPRDCGTLPNRFVITPRRRYPIHQAQYSCLGVLPTVCWNGYHKKAVLSPRNSRMVCSPVTVRIAPPDRRFSRSAIPEQIISSTLSSPS.... Result: 1 (interaction).